Dataset: Catalyst prediction with 721,799 reactions and 888 catalyst types from USPTO. Task: Predict which catalyst facilitates the given reaction. (1) Reactant: [CH2:1]([O:8][C:9]1[CH:10]=[C:11](/[CH:23]=[CH:24]/[C:25]([C:27]2[CH:32]=[CH:31][CH:30]=[CH:29][C:28]=2[OH:33])=[O:26])[CH:12]=[CH:13][C:14]=1[O:15][CH2:16][C:17]1[CH:22]=[CH:21][CH:20]=[CH:19][CH:18]=1)[C:2]1[CH:7]=[CH:6][CH:5]=[CH:4][CH:3]=1.[OH-:34].[Na+].OO.Cl. Product: [CH2:1]([O:8][C:9]1[CH:10]=[C:11]([C:23]2[O:33][C:28]3[C:27]([C:25](=[O:26])[C:24]=2[OH:34])=[CH:32][CH:31]=[CH:30][CH:29]=3)[CH:12]=[CH:13][C:14]=1[O:15][CH2:16][C:17]1[CH:22]=[CH:21][CH:20]=[CH:19][CH:18]=1)[C:2]1[CH:3]=[CH:4][CH:5]=[CH:6][CH:7]=1. The catalyst class is: 14. (2) Reactant: [C:1]([C:5]1[CH:6]=[C:7]([NH:31][S:32]([CH3:35])(=[O:34])=[O:33])[C:8]([O:29][CH3:30])=[C:9]([NH:11][C:12]([C:14]2[CH:15]=[CH:16][C:17]([CH3:28])=[C:18]([N:20]3[CH:24]=[C:23]([C:25]([OH:27])=O)[CH:22]=[N:21]3)[CH:19]=2)=[O:13])[CH:10]=1)([CH3:4])([CH3:3])[CH3:2].[NH2:36][CH2:37][C:38]1[CH:39]=[N:40][CH:41]=[CH:42][CH:43]=1.CN(C(ON1N=NC2C=CC=NC1=2)=[N+](C)C)C.F[P-](F)(F)(F)(F)F.C(N(CC)C(C)C)(C)C. Product: [N:40]1[CH:41]=[CH:42][CH:43]=[C:38]([CH2:37][NH:36][C:25]([C:23]2[CH:22]=[N:21][N:20]([C:18]3[CH:19]=[C:14]([C:12](=[O:13])[NH:11][C:9]4[CH:10]=[C:5]([C:1]([CH3:3])([CH3:2])[CH3:4])[CH:6]=[C:7]([NH:31][S:32]([CH3:35])(=[O:34])=[O:33])[C:8]=4[O:29][CH3:30])[CH:15]=[CH:16][C:17]=3[CH3:28])[CH:24]=2)=[O:27])[CH:39]=1. The catalyst class is: 18. (3) Product: [CH3:21][O:20][C:19]1[CH:18]=[C:17]2[C:13](=[CH:12][C:11]=1[O:10][CH3:9])[C:14](=[O:41])[O:15][C:16]2=[CH:48][C:45]1[CH:46]=[CH:47][N:42]=[CH:43][CH:44]=1. The catalyst class is: 2. Reactant: C(N(CC)CC)C.[Br-].[CH3:9][O:10][C:11]1[CH:12]=[C:13]2[C:17](=[CH:18][C:19]=1[O:20][CH3:21])[CH:16]([P+](C1C=CC=CC=1)(C1C=CC=CC=1)C1C=CC=CC=1)[O:15][C:14]2=[O:41].[N:42]1[CH:47]=[CH:46][C:45]([CH:48]=O)=[CH:44][CH:43]=1. (4) Reactant: Cl[C:2]1[S:3][C:4]2[CH:10]=[CH:9][C:8]([O:11][CH3:12])=[CH:7][C:5]=2[N:6]=1.[CH3:13][C@H:14]([NH:23][C:24](=[O:30])[O:25][C:26]([CH3:29])([CH3:28])[CH3:27])[CH2:15][O:16][CH:17]1[CH2:22][CH2:21][NH:20][CH2:19][CH2:18]1.C(N(CC)C(C)C)(C)C.CN(C=O)C. Product: [CH3:12][O:11][C:8]1[CH:9]=[CH:10][C:4]2[S:3][C:2]([N:20]3[CH2:19][CH2:18][CH:17]([O:16][CH2:15][C@@H:14]([NH:23][C:24](=[O:30])[O:25][C:26]([CH3:29])([CH3:28])[CH3:27])[CH3:13])[CH2:22][CH2:21]3)=[N:6][C:5]=2[CH:7]=1. The catalyst class is: 6. (5) The catalyst class is: 31. Reactant: [NH2:1][C:2]1[S:3][C:4]2[C:10]([C:11]3[CH:16]=[CH:15][CH:14]=[CH:13][N:12]=3)=[CH:9][C:8]([O:17][S:18]([C:21]([F:24])([F:23])[F:22])(=[O:20])=[O:19])=[CH:7][C:5]=2[N:6]=1.[CH:25]1N=C[N:27]([C:30](N2C=NC=C2)=[O:31])[CH:26]=1.C(CN)[OH:38]. Product: [OH:38][CH2:25][CH2:26][NH:27][C:30]([NH:1][C:2]1[S:3][C:4]2[C:10]([C:11]3[CH:16]=[CH:15][CH:14]=[CH:13][N:12]=3)=[CH:9][C:8]([O:17][S:18]([C:21]([F:23])([F:22])[F:24])(=[O:20])=[O:19])=[CH:7][C:5]=2[N:6]=1)=[O:31].